This data is from Reaction yield outcomes from USPTO patents with 853,638 reactions. The task is: Predict the reaction yield, written as a fraction of the theoretical maximum amount of product (1.0 means a 100% yield; for example, 0.34 means a 34% yield). (1) The reactants are [N:1]1([CH:10]([NH:28][C:29]2[CH:34]=[CH:33][CH:32]=[CH:31][CH:30]=2)[C:11]2[C:16](=[O:17])[CH:15]=[CH:14][N:13]([C:18]3[CH:23]=[CH:22][CH:21]=[C:20]([C:24]([F:27])([F:26])[F:25])[CH:19]=3)[N:12]=2)C2C=CC=CC=2[N:3]=[N:2]1.[N-]=[N+]=[N-].[Na+].FC(F)(F)C(O)=O. The catalyst is [Br-].C([N+](CCCC)(CCCC)CCCC)CCC.C(Cl)Cl.O. The product is [C:29]1([N:28]2[C:10]([C:11]3[C:16](=[O:17])[CH:15]=[CH:14][N:13]([C:18]4[CH:23]=[CH:22][CH:21]=[C:20]([C:24]([F:27])([F:26])[F:25])[CH:19]=4)[N:12]=3)=[N:1][N:2]=[N:3]2)[CH:34]=[CH:33][CH:32]=[CH:31][CH:30]=1. The yield is 0.560. (2) The yield is 0.620. The catalyst is CN(C=O)C.O. The reactants are [F:1][C:2]1([F:23])[O:6][C:5]2[CH:7]=[CH:8][CH:9]=[C:10]([N:11]3[CH:16]=[C:15]([O:17][CH3:18])[C:14](=[O:19])[C:13]([C:20](O)=[O:21])=[N:12]3)[C:4]=2[O:3]1.C1C=CC2N(O)N=NC=2C=1.CCN=C=NCCCN(C)C.Cl.[CH3:46][NH:47][O:48][CH3:49].CCN(CC)CC. The product is [F:23][C:2]1([F:1])[O:6][C:5]2[CH:7]=[CH:8][CH:9]=[C:10]([N:11]3[CH:16]=[C:15]([O:17][CH3:18])[C:14](=[O:19])[C:13]([C:20]([N:47]([O:48][CH3:49])[CH3:46])=[O:21])=[N:12]3)[C:4]=2[O:3]1. (3) The reactants are [CH2:1]([O:3][C:4]([C:6]1[CH:11]=[CH:10][C:9](B(O)O)=[CH:8][CH:7]=1)=[O:5])[CH3:2].[O-]P([O-])([O-])=O.[K+].[K+].[K+].C([C:25]1[CH:32]=[C:31]([C:33]2[N:37]3[CH:38]=[C:39](Br)[CH:40]=[CH:41][C:36]3=[N:35][CH:34]=2)[CH:30]=[CH:29][C:26]=1[C:27]#[N:28])C. The catalyst is O1CCOCC1.O.C1C=CC([P]([Pd]([P](C2C=CC=CC=2)(C2C=CC=CC=2)C2C=CC=CC=2)([P](C2C=CC=CC=2)(C2C=CC=CC=2)C2C=CC=CC=2)[P](C2C=CC=CC=2)(C2C=CC=CC=2)C2C=CC=CC=2)(C2C=CC=CC=2)C2C=CC=CC=2)=CC=1. The product is [C:27]([C:26]1[CH:29]=[CH:30][C:31]([C:33]2[N:37]3[CH:38]=[C:39]([C:9]4[CH:10]=[CH:11][C:6]([C:4]([O:3][CH2:1][CH3:2])=[O:5])=[CH:7][CH:8]=4)[CH:40]=[CH:41][C:36]3=[N:35][CH:34]=2)=[CH:32][CH:25]=1)#[N:28]. The yield is 0.450. (4) The product is [OH:2][C:3]1[C:8]2[NH:9][C:10]([C:12]3[S:13][CH:14]=[CH:15][CH:16]=3)=[N:11][C:7]=2[C:6]([C:17]([NH:19][CH2:20][CH2:21][O:22][C:23]2[CH:28]=[CH:27][C:26]([C:29]([F:30])([F:32])[F:31])=[CH:25][N:24]=2)=[O:18])=[CH:5][CH:4]=1. The reactants are C[O:2][C:3]1[C:8]2[NH:9][C:10]([C:12]3[S:13][CH:14]=[CH:15][CH:16]=3)=[N:11][C:7]=2[C:6]([C:17]([NH:19][CH2:20][CH2:21][O:22][C:23]2[CH:28]=[CH:27][C:26]([C:29]([F:32])([F:31])[F:30])=[CH:25][N:24]=2)=[O:18])=[CH:5][CH:4]=1.B(Br)(Br)Br. The yield is 0.190. No catalyst specified. (5) The reactants are [CH3:1][C@H:2]1[NH:7][CH2:6][CH2:5][N:4](C2C=CC(CCC)=CC=2)[CH2:3]1.Br[C:18]1[CH:23]=[CH:22][C:21]([C:24]2[C:28]3[CH:29]=[CH:30][CH:31]=[CH:32][C:27]=3[O:26][CH:25]=2)=[CH:20][CH:19]=1. No catalyst specified. The product is [O:26]1[C:27]2[CH:32]=[CH:31][CH:30]=[CH:29][C:28]=2[C:24]([C:21]2[CH:22]=[CH:23][C:18]([N:4]3[CH2:5][CH2:6][NH:7][C@H:2]([CH3:1])[CH2:3]3)=[CH:19][CH:20]=2)=[CH:25]1. The yield is 0.210. (6) The reactants are C([N:8](CC1C=CC=CC=1)[C@H:9]1[CH2:14][CH2:13][C@@H:12]([N:15]2[CH2:20][CH2:19][N:18]([CH2:21][CH:22]3[CH2:24][CH2:23]3)[CH2:17][CH2:16]2)[CH2:11][CH2:10]1)C1C=CC=CC=1.C(O)(=O)C.[H][H].[O-2].[Al+3].[O-2].[O-2].[Al+3]. The catalyst is ClCCl.CO.[Pd]. The product is [CH:22]1([CH2:21][N:18]2[CH2:19][CH2:20][N:15]([C@@H:12]3[CH2:13][CH2:14][C@H:9]([NH2:8])[CH2:10][CH2:11]3)[CH2:16][CH2:17]2)[CH2:23][CH2:24]1. The yield is 0.980.